Dataset: Forward reaction prediction with 1.9M reactions from USPTO patents (1976-2016). Task: Predict the product of the given reaction. (1) Given the reactants S(=O)(=O)(O)O.[CH2:6]([CH:8]([CH2:11][CH3:12])[CH:9]=O)[CH3:7].[Br:13][C:14]1[CH:15]=[CH:16][C:17]([O:22][CH3:23])=[C:18]([NH:20]N)[CH:19]=1.[BH4-].[Na+], predict the reaction product. The product is: [Br:13][C:14]1[CH:15]=[CH:16][C:17]([O:22][CH3:23])=[C:18]2[C:19]=1[C:8]([CH2:11][CH3:12])([CH2:6][CH3:7])[CH2:9][NH:20]2. (2) Given the reactants [NH2:1][C:2]1[N:7]=[CH:6][C:5]([C:8]([O:10]C)=[O:9])=[CH:4][N:3]=1.[OH-].[Li+], predict the reaction product. The product is: [NH2:1][C:2]1[N:7]=[CH:6][C:5]([C:8]([OH:10])=[O:9])=[CH:4][N:3]=1. (3) Given the reactants [C:1]([C:3]1([O:16][Si](C)(C)C)[C:11]2[C:6](=[CH:7][C:8]([NH:12][C:13](=[O:15])[CH3:14])=[CH:9][CH:10]=2)[CH2:5][CH2:4]1)#[N:2].Cl.[CH3:22][CH2:23][OH:24], predict the reaction product. The product is: [C:13]([NH:12][C:8]1[CH:7]=[C:6]2[C:11](=[CH:10][CH:9]=1)[C:3]([OH:16])([C:1](=[NH:2])[O:24][CH2:23][CH3:22])[CH2:4][CH2:5]2)(=[O:15])[CH3:14]. (4) The product is: [O:33]1[C:34]2[CH:39]=[CH:38][CH:37]=[CH:36][C:35]=2[C:31]([N:25]2[CH2:26][CH2:27][N:28]([CH2:8][CH2:9][CH2:10][C:11]3[CH:12]=[C:13]4[C:18](=[C:19]([CH3:21])[CH:20]=3)[NH:17][C:16](=[O:22])[CH2:15][C:14]4([CH3:24])[CH3:23])[CH2:29][CH2:30]2)=[N:32]1. Given the reactants C(=O)([O-])[O-].[K+].[K+].Cl[CH2:8][CH2:9][CH2:10][C:11]1[CH:12]=[C:13]2[C:18](=[C:19]([CH3:21])[CH:20]=1)[NH:17][C:16](=[O:22])[CH2:15][C:14]2([CH3:24])[CH3:23].[N:25]1([C:31]2[C:35]3[CH:36]=[CH:37][CH:38]=[CH:39][C:34]=3[O:33][N:32]=2)[CH2:30][CH2:29][NH:28][CH2:27][CH2:26]1, predict the reaction product.